This data is from Peptide-MHC class I binding affinity with 185,985 pairs from IEDB/IMGT. The task is: Regression. Given a peptide amino acid sequence and an MHC pseudo amino acid sequence, predict their binding affinity value. This is MHC class I binding data. (1) The peptide sequence is MVIENGILK. The MHC is HLA-A11:01 with pseudo-sequence HLA-A11:01. The binding affinity (normalized) is 0.811. (2) The peptide sequence is AINVFTNSQI. The MHC is HLA-A02:02 with pseudo-sequence HLA-A02:02. The binding affinity (normalized) is 0.308. (3) The peptide sequence is NPVDGSIWY. The MHC is HLA-B07:02 with pseudo-sequence HLA-B07:02. The binding affinity (normalized) is 0.0847.